Predict the reactants needed to synthesize the given product. From a dataset of Full USPTO retrosynthesis dataset with 1.9M reactions from patents (1976-2016). (1) Given the product [C:9]([C:8]1[CH:11]=[CH:12][C:5]([N:4]([CH2:3][C:2]([CH3:22])([CH3:21])[CH3:1])[CH2:17][CH2:18][CH2:19][O:20][C:30]2[CH:31]=[CH:32][C:27]([NH:26][C:23](=[O:25])[CH3:24])=[CH:28][CH:29]=2)=[CH:6][C:7]=1[C:13]([F:14])([F:15])[F:16])#[N:10], predict the reactants needed to synthesize it. The reactants are: [CH3:1][C:2]([CH3:22])([CH3:21])[CH2:3][N:4]([CH2:17][CH2:18][CH2:19][OH:20])[C:5]1[CH:12]=[CH:11][C:8]([C:9]#[N:10])=[C:7]([C:13]([F:16])([F:15])[F:14])[CH:6]=1.[C:23]([NH:26][C:27]1[CH:32]=[CH:31][C:30](O)=[CH:29][CH:28]=1)(=[O:25])[CH3:24]. (2) Given the product [CH3:32][NH:1][C:2]1[C:6]2[CH:7]=[C:8]3[CH2:15][CH2:14][CH2:13][CH2:12][CH2:11][C:9]3=[N:10][C:5]=2[S:4][C:3]=1[C:16]([NH:18][C:19]1[S:20][C:21]([C:24]2[CH:25]=[CH:26][CH:27]=[CH:28][CH:29]=2)=[N:22][N:23]=1)=[O:17], predict the reactants needed to synthesize it. The reactants are: [NH2:1][C:2]1[C:6]2[CH:7]=[C:8]3[CH2:15][CH2:14][CH2:13][CH2:12][CH2:11][C:9]3=[N:10][C:5]=2[S:4][C:3]=1[C:16]([NH:18][C:19]1[S:20][C:21]([C:24]2[CH:29]=[CH:28][CH:27]=[CH:26][CH:25]=2)=[N:22][N:23]=1)=[O:17].CI.[CH2:32](Cl)Cl. (3) Given the product [F:10][C:11]1[CH:12]=[CH:13][C:14]([CH2:15][NH:16][C:17]([C:19]2[N:20]=[C:21]3[C:36]([CH3:37])([CH3:38])[CH2:35][CH2:34][N:22]3[C:23](=[O:33])[C:24]=2[OH:25])=[O:18])=[CH:39][CH:40]=1, predict the reactants needed to synthesize it. The reactants are: FC1C=CC(CN)=CC=1.[F:10][C:11]1[CH:40]=[CH:39][C:14]([CH2:15][NH:16][C:17]([C:19]2[N:20]=[C:21]3[C:36]([CH3:38])([CH3:37])[CH2:35][CH2:34][N:22]3[C:23](=[O:33])[C:24]=2[O:25]CC2C=CC=CC=2)=[O:18])=[C:13](C(=O)NC)[CH:12]=1. (4) Given the product [CH3:16][N:10]1[C:11]2[C:7](=[CH:6][CH:5]=[C:4]([N+:1]([O-:3])=[O:2])[CH:12]=2)[CH:8]=[N:9]1, predict the reactants needed to synthesize it. The reactants are: [N+:1]([C:4]1[CH:12]=[C:11]2[C:7]([CH:8]=[N:9][NH:10]2)=[CH:6][CH:5]=1)([O-:3])=[O:2].[H-].[Na+].I[CH3:16].O. (5) Given the product [CH3:1][O:2][C:3]1[C:4]2[N:5]([N:15]=[CH:16][C:17]=2[C:18]([OH:20])=[O:19])[CH:6]=[C:7]([C:9]2[CH:10]=[N:11][N:12]([CH3:14])[CH:13]=2)[CH:8]=1, predict the reactants needed to synthesize it. The reactants are: [CH3:1][O:2][C:3]1[C:4]2[N:5]([N:15]=[CH:16][C:17]=2[C:18]([O:20]CC)=[O:19])[CH:6]=[C:7]([C:9]2[CH:10]=[N:11][N:12]([CH3:14])[CH:13]=2)[CH:8]=1.[OH-].[Na+].Cl.